Dataset: Forward reaction prediction with 1.9M reactions from USPTO patents (1976-2016). Task: Predict the product of the given reaction. (1) Given the reactants [Br:1][C:2]1[CH:7]=[C:6]([C:8]2[N:13]=[N:12][C:11](SC)=[N:10][CH:9]=2)[CH:5]=[C:4]([Br:16])[C:3]=1[OH:17].[Br:18][C:19]1[CH:26]=[CH:25][C:22]([CH2:23][OH:24])=[CH:21][CH:20]=1.CC(C)([O-])C.[K+].P([O-])([O-])([O-])=O, predict the reaction product. The product is: [Br:1][C:2]1[CH:7]=[C:6]([C:8]2[N:13]=[N:12][C:11]([O:24][CH2:23][C:22]3[CH:25]=[CH:26][C:19]([Br:18])=[CH:20][CH:21]=3)=[N:10][CH:9]=2)[CH:5]=[C:4]([Br:16])[C:3]=1[OH:17]. (2) The product is: [CH3:4][N:5]1[CH2:18][CH2:17][C:8]2[N:9]([CH2:20][C:21]([N:23]3[CH2:28][CH2:27][CH2:26][CH2:25][CH2:24]3)=[O:22])[C:10]3[CH:11]=[CH:12][C:13]([CH3:16])=[CH:14][C:15]=3[C:7]=2[CH2:6]1. Given the reactants Cl.[H-].[Na+].[CH3:4][N:5]1[CH2:18][CH2:17][C:8]2[NH:9][C:10]3[CH:11]=[CH:12][C:13]([CH3:16])=[CH:14][C:15]=3[C:7]=2[CH2:6]1.Cl[CH2:20][C:21]([N:23]1[CH2:28][CH2:27][CH2:26][CH2:25][CH2:24]1)=[O:22], predict the reaction product. (3) Given the reactants [C:1]([O:5][C:6](=[O:30])[N:7]([CH:9]([CH3:29])[C:10]([NH:12][C:13]1[CH:18]=[CH:17][C:16]([C:19]2[C:24]([CH3:25])=[CH:23][N:22]=[CH:21][C:20]=2[CH3:26])=[C:15]([C:27]#[CH:28])[N:14]=1)=[O:11])[CH3:8])([CH3:4])([CH3:3])[CH3:2].I[C:32]1[CH:33]=[C:34]2[C:39](=[CH:40][CH:41]=1)[N:38]=[CH:37][CH:36]=[CH:35]2.C(N(CC)CC)C, predict the reaction product. The product is: [C:1]([O:5][C:6](=[O:30])[N:7]([CH:9]([CH3:29])[C:10]([NH:12][C:13]1[CH:18]=[CH:17][C:16]([C:19]2[C:20]([CH3:26])=[CH:21][N:22]=[CH:23][C:24]=2[CH3:25])=[C:15]([C:27]#[C:28][C:32]2[CH:33]=[C:34]3[C:39](=[CH:40][CH:41]=2)[N:38]=[CH:37][CH:36]=[CH:35]3)[N:14]=1)=[O:11])[CH3:8])([CH3:4])([CH3:3])[CH3:2]. (4) Given the reactants [Si]([O:8][C@@H:9]1[C@@H:14]([CH3:15])[CH2:13][N:12]([C:16]2[CH:21]=[CH:20][N:19]=[CH:18][C:17]=2[NH:22][C:23]([C:25]2[CH:34]=[CH:33][C:32]3[C:27](=[CH:28][C:29]([C:35]([CH3:37])=[CH2:36])=[CH:30][CH:31]=3)[N:26]=2)=[O:24])[CH2:11][C@H:10]1[NH:38]C(=O)OC(C)(C)C)(C(C)(C)C)(C)C.Cl.O1CCOCC1, predict the reaction product. The product is: [NH2:38][C@H:10]1[C@H:9]([OH:8])[C@@H:14]([CH3:15])[CH2:13][N:12]([C:16]2[CH:21]=[CH:20][N:19]=[CH:18][C:17]=2[NH:22][C:23]([C:25]2[CH:34]=[CH:33][C:32]3[C:27](=[CH:28][C:29]([CH:35]([CH3:37])[CH3:36])=[CH:30][CH:31]=3)[N:26]=2)=[O:24])[CH2:11]1. (5) Given the reactants [CH2:1]([CH:8]1[C:16]2[C:11](=[CH:12][CH:13]=[C:14]([O:17]C)[CH:15]=2)[CH2:10][CH:9]1[NH:19][C:20](=[O:24])[O:21][CH2:22][CH3:23])[C:2]1[CH:7]=[CH:6][CH:5]=[CH:4][CH:3]=1.BrB(Br)Br, predict the reaction product. The product is: [CH2:1]([CH:8]1[C:16]2[C:11](=[CH:12][CH:13]=[C:14]([OH:17])[CH:15]=2)[CH2:10][CH:9]1[NH:19][C:20](=[O:24])[O:21][CH2:22][CH3:23])[C:2]1[CH:7]=[CH:6][CH:5]=[CH:4][CH:3]=1. (6) Given the reactants [CH3:1][C:2]([CH3:4])=O.C(O)(=O)C.C([BH3-])#N.[Na+].[NH2:13][C@H:14]1[CH2:19][CH2:18][C@H:17]([NH:20][C:21]2[CH:29]=[CH:28][C:24]([C:25]([NH2:27])=[O:26])=[C:23]([F:30])[CH:22]=2)[CH2:16][CH2:15]1.C(=O)([O-])O.[Na+], predict the reaction product. The product is: [F:30][C:23]1[CH:22]=[C:21]([NH:20][C@H:17]2[CH2:18][CH2:19][C@H:14]([NH:13][CH:2]([CH3:4])[CH3:1])[CH2:15][CH2:16]2)[CH:29]=[CH:28][C:24]=1[C:25]([NH2:27])=[O:26].